From a dataset of Full USPTO retrosynthesis dataset with 1.9M reactions from patents (1976-2016). Predict the reactants needed to synthesize the given product. (1) Given the product [Cl:20][C:21]1[CH:26]=[CH:25][C:24]([C:2]2[CH:3]=[N:4][CH:5]=[C:6]3[C:11]=2[N:10]=[C:9]([C:12]([N:14]2[CH2:18][CH2:17][CH:16]([OH:19])[CH2:15]2)=[O:13])[CH:8]=[CH:7]3)=[CH:23][C:22]=1[F:30], predict the reactants needed to synthesize it. The reactants are: Br[C:2]1[CH:3]=[N:4][CH:5]=[C:6]2[C:11]=1[N:10]=[C:9]([C:12]([N:14]1[CH2:18][CH2:17][CH:16]([OH:19])[CH2:15]1)=[O:13])[CH:8]=[CH:7]2.[Cl:20][C:21]1[CH:26]=[CH:25][C:24](B(O)O)=[CH:23][C:22]=1[F:30].C(=O)([O-])[O-].[Cs+].[Cs+]. (2) The reactants are: C([O:3][C:4](=[O:22])[CH2:5][C:6]1(C(OCC)=O)[CH2:14][C:13]2[C:8](=[CH:9][CH:10]=[C:11]([F:15])[CH:12]=2)[C:7]1=[O:16])C.Cl.C(O)(=O)C. Given the product [F:15][C:11]1[CH:12]=[C:13]2[C:8](=[CH:9][CH:10]=1)[C:7](=[O:16])[CH:6]([CH2:5][C:4]([OH:22])=[O:3])[CH2:14]2, predict the reactants needed to synthesize it. (3) Given the product [CH:1]1([N:8]2[C:16]3[C:11](=[CH:12][C:13]([CH:17]([C:25]4[CH:26]=[CH:27][CH:28]=[CH:29][CH:30]=4)[C:18]([CH3:24])([CH3:23])[C:19]([OH:21])=[O:20])=[CH:14][CH:15]=3)[CH:10]=[N:9]2)[CH2:2][CH2:3][CH2:4][CH2:5][CH2:6][CH2:7]1, predict the reactants needed to synthesize it. The reactants are: [CH:1]1([N:8]2[C:16]3[C:11](=[CH:12][C:13]([CH:17]([C:25]4[CH:30]=[CH:29][CH:28]=[CH:27][CH:26]=4)[C:18]([CH3:24])([CH3:23])[C:19]([O:21]C)=[O:20])=[CH:14][CH:15]=3)[CH:10]=[N:9]2)[CH2:7][CH2:6][CH2:5][CH2:4][CH2:3][CH2:2]1.[OH-].[Na+].